This data is from HIV replication inhibition screening data with 41,000+ compounds from the AIDS Antiviral Screen. The task is: Binary Classification. Given a drug SMILES string, predict its activity (active/inactive) in a high-throughput screening assay against a specified biological target. (1) The compound is CCOC(CC(O)C1COC(=S)S1)OCC. The result is 1 (active). (2) The drug is COc1ccc2c(C)cc(NN=C(C)C=O)nc2c1. The result is 0 (inactive). (3) The drug is CCC[N+](CCC)(CCC)CCC.O=S(O)(=[OH+])c1cc(N=Nc2cc(S(=O)(O)=[OH+])c3cccnc3c2O)ccc1C=Cc1ccc(N=Nc2cc(S(=O)(O)=[OH+])c3cccnc3c2O)cc1S(=O)(O)=[OH+]. The result is 1 (active).